From a dataset of Full USPTO retrosynthesis dataset with 1.9M reactions from patents (1976-2016). Predict the reactants needed to synthesize the given product. (1) The reactants are: CCN(CC)CC.Br[C:9]1[N:13]2[CH:14]=[C:15]([C:22]3[CH:26]=[CH:25][O:24][CH:23]=3)[CH:16]=[C:17]([C:18]([F:21])([F:20])[F:19])[C:12]2=[N:11][C:10]=1[C:27]([N:29]1[CH2:34][CH2:33][CH:32]([N:35]2[CH2:39][CH2:38][O:37][C:36]2=[O:40])[CH2:31][CH2:30]1)=[O:28].[C:41]([B-](F)(F)F)([CH3:43])=[CH2:42].[K+]. Given the product [O:24]1[CH:25]=[CH:26][C:22]([C:15]2[CH:16]=[C:17]([C:18]([F:19])([F:21])[F:20])[C:12]3[N:13]([C:9]([C:41]([CH3:43])=[CH2:42])=[C:10]([C:27]([N:29]4[CH2:30][CH2:31][CH:32]([N:35]5[CH2:39][CH2:38][O:37][C:36]5=[O:40])[CH2:33][CH2:34]4)=[O:28])[N:11]=3)[CH:14]=2)=[CH:23]1, predict the reactants needed to synthesize it. (2) Given the product [Cl:27][C:6]1[CH:5]=[N:4][CH:3]=[C:2]([Cl:1])[C:7]=1[NH:8][C:9]1[NH:10][C:11]2[C:17]3[CH2:18][C:19]([CH3:22])([CH3:21])[O:20][C:16]=3[C:15]([C:23]([NH:31][C:30]3[CH:32]=[CH:33][C:34]([C:36]([F:37])([F:38])[F:39])=[CH:35][C:29]=3[F:28])=[O:25])=[CH:14][C:12]=2[N:13]=1, predict the reactants needed to synthesize it. The reactants are: [Cl:1][C:2]1[CH:3]=[N:4][CH:5]=[C:6]([Cl:27])[C:7]=1[NH:8][C:9]1[NH:10][C:11]2[C:17]3[CH2:18][C:19]([CH3:22])([CH3:21])[O:20][C:16]=3[C:15]([C:23]([O:25]C)=O)=[CH:14][C:12]=2[N:13]=1.[F:28][C:29]1[CH:35]=[C:34]([C:36]([F:39])([F:38])[F:37])[CH:33]=[CH:32][C:30]=1[NH2:31].C[Al](C)C. (3) Given the product [CH2:24]([C:5]1[N:6]([CH2:9][C:10]2[CH:15]=[CH:14][C:13]([C:16]3[C:17]([C:22]#[N:23])=[CH:18][CH:19]=[CH:20][CH:21]=3)=[CH:12][CH:11]=2)[C:7](=[O:8])[C:2]([C:34]2[C:30]([CH3:29])=[N:31][O:32][C:33]=2[CH3:38])=[C:3]([CH3:28])[N:4]=1)[CH2:25][CH2:26][CH3:27], predict the reactants needed to synthesize it. The reactants are: Br[C:2]1[C:7](=[O:8])[N:6]([CH2:9][C:10]2[CH:15]=[CH:14][C:13]([C:16]3[C:17]([C:22]#[N:23])=[CH:18][CH:19]=[CH:20][CH:21]=3)=[CH:12][CH:11]=2)[C:5]([CH2:24][CH2:25][CH2:26][CH3:27])=[N:4][C:3]=1[CH3:28].[CH3:29][C:30]1[C:34](B(O)O)=[C:33]([CH3:38])[O:32][N:31]=1.C(=O)([O-])[O-].[Cs+].[Cs+]. (4) The reactants are: [F:1][C:2]1[CH:7]=[C:6]([F:8])[CH:5]=[CH:4][C:3]=1[C@@H:9]1[CH2:13][NH:12][CH2:11][C@H:10]1[C:14]([O:16][CH3:17])=[O:15].CCN(C(C)C)C(C)C.[Cl:27][C:28]1[N:29]=[N:30][C:31](Cl)=[CH:32][CH:33]=1. Given the product [F:1][C:2]1[CH:7]=[C:6]([F:8])[CH:5]=[CH:4][C:3]=1[C@@H:9]1[CH2:13][N:12]([C:31]2[N:30]=[N:29][C:28]([Cl:27])=[CH:33][CH:32]=2)[CH2:11][C@H:10]1[C:14]([O:16][CH3:17])=[O:15], predict the reactants needed to synthesize it. (5) Given the product [CH2:10]([C:5]1[CH:6]=[C:7]([CH3:9])[CH:8]=[C:3]([CH2:1][CH3:2])[C:4]=1[CH2:12][C:13]([CH:15]1[CH2:20][C:19](=[CH2:21])[CH2:18][CH2:17][CH:16]1[C:22]([O:24][CH3:25])=[O:23])=[O:14])[CH3:11], predict the reactants needed to synthesize it. The reactants are: [CH2:1]([C:3]1[CH:8]=[C:7]([CH3:9])[CH:6]=[C:5]([CH2:10][CH3:11])[C:4]=1[CH2:12][C:13]([CH:15]1[CH2:20][C:19](=[CH2:21])[CH2:18][CH2:17][CH:16]1[C:22]([OH:24])=[O:23])=[O:14])[CH3:2].[C:25](=O)([O-])[O-].[K+].[K+].COS(OC)(=O)=O. (6) Given the product [CH:24]1([C:22]2[CH:21]=[CH:20][N:19]=[C:18]([C:8]#[N:1])[N:23]=2)[CH2:26][CH2:25]1, predict the reactants needed to synthesize it. The reactants are: [N:1]1(C2CCCCCCC2)[CH2:8]CCCCCN1.Cl[C:18]1[N:23]=[C:22]([CH:24]2[CH2:26][CH2:25]2)[CH:21]=[CH:20][N:19]=1.[C-]#N.[Na+]. (7) Given the product [F:25][C:2]([F:1])([F:24])[C:3]1[CH:8]=[CH:7][N:6]=[C:5]([O:9][C@H:10]2[C@@H:15]3[CH2:16][C@@H:12]([CH2:13][NH:14]3)[CH2:11]2)[CH:4]=1, predict the reactants needed to synthesize it. The reactants are: [F:1][C:2]([F:25])([F:24])[C:3]1[CH:8]=[CH:7][N:6]=[C:5]([O:9][C@H:10]2[C@@H:15]3[CH2:16][C@@H:12]([CH2:13][N:14]3C(OC(C)(C)C)=O)[CH2:11]2)[CH:4]=1.Cl. (8) The reactants are: CS(Cl)(=O)=O.[Cl:6][C:7]1[CH:8]=[C:9]([CH:27]=[CH:28][C:29]=1[O:30][CH2:31][C:32]1[CH:37]=[CH:36][CH:35]=[C:34]([F:38])[CH:33]=1)[NH:10][C:11]1[C:16]([C:17]#[C:18][C:19]2[N:24]=[C:23]([CH2:25]O)[CH:22]=[CH:21][CH:20]=2)=[CH:15][N:14]=[CH:13][N:12]=1.[CH3:39][N:40]1[CH2:45][CH2:44][NH:43][CH2:42][CH2:41]1.O. Given the product [Cl:6][C:7]1[CH:8]=[C:9]([NH:10][C:11]2[C:16]([C:17]#[C:18][C:19]3[CH:20]=[CH:21][CH:22]=[C:23]([CH2:25][N:43]4[CH2:44][CH2:45][N:40]([CH3:39])[CH2:41][CH2:42]4)[N:24]=3)=[CH:15][N:14]=[CH:13][N:12]=2)[CH:27]=[CH:28][C:29]=1[O:30][CH2:31][C:32]1[CH:37]=[CH:36][CH:35]=[C:34]([F:38])[CH:33]=1, predict the reactants needed to synthesize it. (9) Given the product [CH:24]1([CH2:30][NH:31][C:2]2[CH:20]=[CH:19][C:5]([C:6]([N:8]([CH2:14][C:15]([F:17])([F:16])[F:18])[CH2:9][C:10]([F:12])([F:13])[F:11])=[O:7])=[CH:4][C:3]=2[N+:21]([O-:23])=[O:22])[CH2:29][CH2:28][CH2:27][CH2:26][CH2:25]1, predict the reactants needed to synthesize it. The reactants are: F[C:2]1[CH:20]=[CH:19][C:5]([C:6]([N:8]([CH2:14][C:15]([F:18])([F:17])[F:16])[CH2:9][C:10]([F:13])([F:12])[F:11])=[O:7])=[CH:4][C:3]=1[N+:21]([O-:23])=[O:22].[CH:24]1([CH2:30][NH2:31])[CH2:29][CH2:28][CH2:27][CH2:26][CH2:25]1.CCN(CC)CC. (10) Given the product [NH2:29][CH:30]([C:34]1[CH:39]=[CH:38][CH:37]=[CH:36][CH:35]=1)[C:31]([N:9]([C:4]1[CH:5]=[CH:6][C:7]([F:8])=[C:2]([F:1])[CH:3]=1)[CH2:10][CH2:11][C:12]1[CH:17]=[CH:16][C:15]([C:18]([F:21])([F:19])[F:20])=[CH:14][CH:13]=1)=[O:32], predict the reactants needed to synthesize it. The reactants are: [F:1][C:2]1[CH:3]=[C:4]([NH:9][CH2:10][CH2:11][C:12]2[CH:17]=[CH:16][C:15]([C:18]([F:21])([F:20])[F:19])=[CH:14][CH:13]=2)[CH:5]=[CH:6][C:7]=1[F:8].C(OC([NH:29][CH:30]([C:34]1[CH:39]=[CH:38][CH:37]=[CH:36][CH:35]=1)[C:31](O)=[O:32])=O)(C)(C)C.